From a dataset of Catalyst prediction with 721,799 reactions and 888 catalyst types from USPTO. Predict which catalyst facilitates the given reaction. (1) Reactant: [Cl:1][C:2]1[CH:18]=[CH:17][CH:16]=[CH:15][C:3]=1[CH2:4][O:5][CH2:6][C:7]1[O:11][N:10]=[C:9]([C:12]([OH:14])=O)[CH:8]=1.[O:19]1[CH2:24][CH2:23][CH:22]([CH2:25][NH2:26])[CH2:21][CH2:20]1.O1CCCC1.F[P-](F)(F)(F)(F)F.N1(O[P+](N2CCCC2)(N2CCCC2)N2CCCC2)C2C=CC=CC=2N=N1. Product: [O:19]1[CH2:24][CH2:23][CH:22]([CH2:25][NH:26][C:12]([C:9]2[CH:8]=[C:7]([CH2:6][O:5][CH2:4][C:3]3[CH:15]=[CH:16][CH:17]=[CH:18][C:2]=3[Cl:1])[O:11][N:10]=2)=[O:14])[CH2:21][CH2:20]1. The catalyst class is: 6. (2) Reactant: OC(C(F)(F)F)=O.[CH:8]([N:11]1[C:15]([C:16]2[S:17][C:18]3[CH2:19][CH2:20][O:21][C:22]4[CH:29]=[C:28]([CH:30]5[CH2:35][CH2:34][NH:33][CH2:32][CH2:31]5)[CH:27]=[CH:26][C:23]=4[C:24]=3[N:25]=2)=[N:14][CH:13]=[N:12]1)([CH3:10])[CH3:9].[CH3:36][O:37][CH2:38][CH2:39]Br.C(=O)([O-])[O-].[K+].[K+]. Product: [CH:8]([N:11]1[C:15]([C:16]2[S:17][C:18]3[CH2:19][CH2:20][O:21][C:22]4[CH:29]=[C:28]([CH:30]5[CH2:35][CH2:34][N:33]([CH2:39][CH2:38][O:37][CH3:36])[CH2:32][CH2:31]5)[CH:27]=[CH:26][C:23]=4[C:24]=3[N:25]=2)=[N:14][CH:13]=[N:12]1)([CH3:10])[CH3:9]. The catalyst class is: 85. (3) Reactant: [Br:1][C:2]1[CH:3]=[CH:4][C:5]2[O:9][C:8](=[O:10])[NH:7][C:6]=2[CH:11]=1.[Cl:12][S:13](O)(=[O:15])=[O:14]. Product: [Br:1][C:2]1[C:3]([S:13]([Cl:12])(=[O:15])=[O:14])=[CH:4][C:5]2[O:9][C:8](=[O:10])[NH:7][C:6]=2[CH:11]=1. The catalyst class is: 2. (4) The catalyst class is: 2. Reactant: [CH:1]1([C:4]2[C:5]([N:24]3[CH2:29][CH2:28][N:27](C(OC(C)(C)C)=O)[CH2:26][CH2:25]3)=[C:6]3[C:12]([CH2:13][CH3:14])=[N:11][N:10]([CH2:15][C:16]4[CH:21]=[CH:20][C:19]([O:22][CH3:23])=[CH:18][CH:17]=4)[C:7]3=[N:8][CH:9]=2)[CH2:3][CH2:2]1.C(O)(C(F)(F)F)=O. Product: [CH:1]1([C:4]2[C:5]([N:24]3[CH2:25][CH2:26][NH:27][CH2:28][CH2:29]3)=[C:6]3[C:12]([CH2:13][CH3:14])=[N:11][N:10]([CH2:15][C:16]4[CH:17]=[CH:18][C:19]([O:22][CH3:23])=[CH:20][CH:21]=4)[C:7]3=[N:8][CH:9]=2)[CH2:2][CH2:3]1. (5) Reactant: [CH3:1][C:2]1[CH:8]=[C:7]([N+:9]([O-:11])=[O:10])[CH:6]=[CH:5][C:3]=1[NH2:4].[O:12]=[C:13](Cl)OC(Cl)(Cl)Cl. Product: [N:4]([C:3]1[CH:5]=[CH:6][C:7]([N+:9]([O-:11])=[O:10])=[CH:8][C:2]=1[CH3:1])=[C:13]=[O:12]. The catalyst class is: 11. (6) The catalyst class is: 47. Product: [Cl:1][C:2]1[C:7]([CH2:8][NH:18][C:19]2[CH:31]=[CH:30][C:22]3[C@H:23]([CH2:26][C:27]([O:29][CH3:32])=[O:28])[CH2:24][O:25][C:21]=3[CH:20]=2)=[CH:6][CH:5]=[CH:4][C:3]=1[C:10]1[C:15]([CH3:16])=[CH:14][CH:13]=[CH:12][C:11]=1[CH3:17]. Reactant: [Cl:1][C:2]1[C:7]([CH:8]=O)=[CH:6][CH:5]=[CH:4][C:3]=1[C:10]1[C:15]([CH3:16])=[CH:14][CH:13]=[CH:12][C:11]=1[CH3:17].[NH2:18][C:19]1[CH:31]=[CH:30][C:22]2[C@H:23]([CH2:26][C:27]([O-:29])=[O:28])[CH2:24][O:25][C:21]=2[CH:20]=1.[C:32](O)(=O)C.C(O[BH-](OC(=O)C)OC(=O)C)(=O)C.[Na+].[Cl-].[NH4+]. (7) Reactant: [Cl:1][C:2]1[N:3]=[CH:4][NH:5][C:6]=1[Cl:7].[OH-].[K+].[Br:10][CH2:11][CH2:12][CH2:13][CH2:14][CH3:15].Cl.ClC[C:19]1[CH:28]=[CH:27][C:26]2[C:21](=[CH:22][CH:23]=CC=2)N=1. Product: [CH2:11]([N:5]1[C:6]2[C:26](=[CH:21][CH:22]=[CH:23][CH:2]=2)[CH:27]=[C:28]([CH3:19])[CH2:4]1)[CH2:12][CH2:13][CH2:14][CH3:15].[Br-:10].[Cl:1][C:2]1[NH:3][CH:4]=[NH+:5][C:6]=1[Cl:7]. The catalyst class is: 10.